Dataset: Reaction yield outcomes from USPTO patents with 853,638 reactions. Task: Predict the reaction yield, written as a fraction of the theoretical maximum amount of product (1.0 means a 100% yield; for example, 0.34 means a 34% yield). (1) The reactants are C(OC(=O)[NH:7][C@H:8]([C:19](=[S:21])[NH2:20])[CH2:9][C:10]1[CH:15]=[CH:14][C:13]([N+:16]([O-:18])=[O:17])=[CH:12][CH:11]=1)(C)(C)C.Br[CH2:24][C:25](=O)[CH2:26][CH3:27].C(OCC)C. The catalyst is CC#N. The product is [CH2:26]([C:25]1[N:20]=[C:19]([C@@H:8]([NH2:7])[CH2:9][C:10]2[CH:11]=[CH:12][C:13]([N+:16]([O-:18])=[O:17])=[CH:14][CH:15]=2)[S:21][CH:24]=1)[CH3:27]. The yield is 0.900. (2) The reactants are [C:1]([C:3]1[CH:8]=[CH:7][C:6](B(O)O)=[CH:5][CH:4]=1)#[N:2].[C:12]([O:16][C:17](=[O:26])[NH:18][C:19]1[CH:24]=[CH:23][CH:22]=[C:21](Br)[CH:20]=1)([CH3:15])([CH3:14])[CH3:13].C([O-])([O-])=O.[K+].[K+]. The catalyst is CN(C=O)C.O.C1C=CC([P]([Pd]([P](C2C=CC=CC=2)(C2C=CC=CC=2)C2C=CC=CC=2)([P](C2C=CC=CC=2)(C2C=CC=CC=2)C2C=CC=CC=2)[P](C2C=CC=CC=2)(C2C=CC=CC=2)C2C=CC=CC=2)(C2C=CC=CC=2)C2C=CC=CC=2)=CC=1. The product is [C:12]([O:16][C:17](=[O:26])[NH:18][C:19]1[CH:24]=[C:23]([C:6]2[CH:7]=[CH:8][C:3]([C:1]#[N:2])=[CH:4][CH:5]=2)[CH:22]=[CH:21][CH:20]=1)([CH3:15])([CH3:13])[CH3:14]. The yield is 0.590. (3) The reactants are [CH3:1][C:2]1[CH:6]([CH3:7])[CH:5]=[C:4]([CH3:8])[C:3]=1[C:9]1[CH:14]=[CH:13][CH:12]=[CH:11][C:10]=1[NH2:15].C(N(CC)CC)C.[C:23](Cl)(=[O:28])[C:24]([CH3:27])([CH3:26])[CH3:25]. No catalyst specified. The product is [CH3:1][C:2]1[CH:6]([CH3:7])[CH:5]=[C:4]([CH3:8])[C:3]=1[C:9]1[CH:14]=[CH:13][CH:12]=[CH:11][C:10]=1[NH:15][C:23](=[O:28])[C:24]([CH3:27])([CH3:26])[CH3:25]. The yield is 0.890. (4) The reactants are Br[CH2:2][C:3]1[C:28]([O:29][CH3:30])=[CH:27][C:6]2[C@@H:7]([C:21]3[CH:26]=[CH:25][CH:24]=[CH:23][CH:22]=3)[N:8]([OH:20])[C@@:9]([CH2:16][CH2:17][CH2:18][CH3:19])([CH2:14][CH3:15])[CH2:10][S:11](=[O:13])(=[O:12])[C:5]=2[CH:4]=1.[P:31]([O:38]CC)([O:35][CH2:36][CH3:37])[O:32][CH2:33][CH3:34]. The catalyst is C1(C)C=CC=CC=1. The product is [CH2:16]([C@@:9]1([CH2:14][CH3:15])[N:8]([OH:20])[C@H:7]([C:21]2[CH:26]=[CH:25][CH:24]=[CH:23][CH:22]=2)[C:6]2[CH:27]=[C:28]([O:29][CH3:30])[C:3]([CH2:2][P:31](=[O:38])([O:35][CH2:36][CH3:37])[O:32][CH2:33][CH3:34])=[CH:4][C:5]=2[S:11](=[O:12])(=[O:13])[CH2:10]1)[CH2:17][CH2:18][CH3:19]. The yield is 0.254. (5) The reactants are [C:1]([C:5]1[CH:10]=[CH:9][C:8]([N:11]2[CH:15]([C:16]3[CH:21]=[CH:20][C:19]([N+:22]([O-:24])=[O:23])=[CH:18][CH:17]=3)[CH2:14][CH2:13][CH:12]2[C:25]2[CH:30]=[CH:29][C:28](Cl)=[C:27]([N+:32]([O-:34])=[O:33])[CH:26]=2)=[CH:7][CH:6]=1)([CH3:4])([CH3:3])[CH3:2].[CH3:35][O:36][C:37]1[CH:44]=[CH:43][C:40]([CH2:41][NH2:42])=[CH:39][CH:38]=1. The catalyst is C(Cl)Cl. The product is [C:1]([C:5]1[CH:10]=[CH:9][C:8]([N:11]2[CH:15]([C:16]3[CH:21]=[CH:20][C:19]([N+:22]([O-:24])=[O:23])=[CH:18][CH:17]=3)[CH2:14][CH2:13][CH:12]2[C:25]2[CH:30]=[CH:29][C:28]([NH:42][CH2:41][C:40]3[CH:43]=[CH:44][C:37]([O:36][CH3:35])=[CH:38][CH:39]=3)=[C:27]([N+:32]([O-:34])=[O:33])[CH:26]=2)=[CH:7][CH:6]=1)([CH3:4])([CH3:3])[CH3:2]. The yield is 0.310. (6) The reactants are [Cr](Cl)([O-])(=O)=O.[NH+]1C=CC=CC=1.[CH3:12]/[C:13](=[CH:18]\[C:19]1[CH:24]=[CH:23][C:22]([CH3:25])=[CH:21][CH:20]=1)/[CH2:14][CH2:15][CH2:16][OH:17].C(OCC)C. The catalyst is ClCCl. The product is [CH3:12]/[C:13](=[CH:18]\[C:19]1[CH:24]=[CH:23][C:22]([CH3:25])=[CH:21][CH:20]=1)/[CH2:14][CH2:15][CH:16]=[O:17]. The yield is 0.360. (7) The product is [F:17][C:12]1[CH:13]=[CH:14][CH:15]=[C:16]2[C:11]=1[C:10]([NH2:18])=[N:9][C:8]2([C:4]1[CH:3]=[C:2]([C:27]2[CH:28]=[CH:29][CH:30]=[C:31]([O:32][CH3:33])[C:26]=2[F:25])[CH:7]=[CH:6][CH:5]=1)[C:19]1[CH:20]=[CH:21][N:22]=[CH:23][CH:24]=1. The reactants are Br[C:2]1[CH:3]=[C:4]([C:8]2([C:19]3[CH:24]=[CH:23][N:22]=[CH:21][CH:20]=3)[C:16]3[C:11](=[C:12]([F:17])[CH:13]=[CH:14][CH:15]=3)[C:10]([NH2:18])=[N:9]2)[CH:5]=[CH:6][CH:7]=1.[F:25][C:26]1[C:31]([O:32][CH3:33])=[CH:30][CH:29]=[CH:28][C:27]=1B(O)O. The yield is 0.280. No catalyst specified.